This data is from NCI-60 drug combinations with 297,098 pairs across 59 cell lines. The task is: Regression. Given two drug SMILES strings and cell line genomic features, predict the synergy score measuring deviation from expected non-interaction effect. (1) Drug 1: CC12CCC3C(C1CCC2O)C(CC4=C3C=CC(=C4)O)CCCCCCCCCS(=O)CCCC(C(F)(F)F)(F)F. Drug 2: CN(C(=O)NC(C=O)C(C(C(CO)O)O)O)N=O. Cell line: 786-0. Synergy scores: CSS=5.40, Synergy_ZIP=4.24, Synergy_Bliss=0.375, Synergy_Loewe=0.468, Synergy_HSA=0.455. (2) Drug 1: CC1C(C(=O)NC(C(=O)N2CCCC2C(=O)N(CC(=O)N(C(C(=O)O1)C(C)C)C)C)C(C)C)NC(=O)C3=C4C(=C(C=C3)C)OC5=C(C(=O)C(=C(C5=N4)C(=O)NC6C(OC(=O)C(N(C(=O)CN(C(=O)C7CCCN7C(=O)C(NC6=O)C(C)C)C)C)C(C)C)C)N)C. Drug 2: CC1=C(N=C(N=C1N)C(CC(=O)N)NCC(C(=O)N)N)C(=O)NC(C(C2=CN=CN2)OC3C(C(C(C(O3)CO)O)O)OC4C(C(C(C(O4)CO)O)OC(=O)N)O)C(=O)NC(C)C(C(C)C(=O)NC(C(C)O)C(=O)NCCC5=NC(=CS5)C6=NC(=CS6)C(=O)NCCC[S+](C)C)O. Cell line: BT-549. Synergy scores: CSS=25.3, Synergy_ZIP=-1.79, Synergy_Bliss=3.60, Synergy_Loewe=5.66, Synergy_HSA=6.35. (3) Synergy scores: CSS=20.0, Synergy_ZIP=-2.89, Synergy_Bliss=0.212, Synergy_Loewe=-22.7, Synergy_HSA=-2.76. Drug 1: C1=CN(C(=O)N=C1N)C2C(C(C(O2)CO)O)O.Cl. Cell line: NCI-H522. Drug 2: CCCCCOC(=O)NC1=NC(=O)N(C=C1F)C2C(C(C(O2)C)O)O. (4) Synergy scores: CSS=8.91, Synergy_ZIP=1.09, Synergy_Bliss=12.4, Synergy_Loewe=-5.58, Synergy_HSA=4.16. Cell line: SK-MEL-5. Drug 1: C1=CC(=CC=C1CC(C(=O)O)N)N(CCCl)CCCl.Cl. Drug 2: CN1C(=O)N2C=NC(=C2N=N1)C(=O)N. (5) Drug 1: C1=NC2=C(N=C(N=C2N1C3C(C(C(O3)CO)O)F)Cl)N. Drug 2: CC1CCC2CC(C(=CC=CC=CC(CC(C(=O)C(C(C(=CC(C(=O)CC(OC(=O)C3CCCCN3C(=O)C(=O)C1(O2)O)C(C)CC4CCC(C(C4)OC)O)C)C)O)OC)C)C)C)OC. Cell line: TK-10. Synergy scores: CSS=13.7, Synergy_ZIP=-6.09, Synergy_Bliss=-5.25, Synergy_Loewe=-7.11, Synergy_HSA=-3.36.